From a dataset of NCI-60 drug combinations with 297,098 pairs across 59 cell lines. Regression. Given two drug SMILES strings and cell line genomic features, predict the synergy score measuring deviation from expected non-interaction effect. (1) Drug 1: CC12CCC(CC1=CCC3C2CCC4(C3CC=C4C5=CN=CC=C5)C)O. Drug 2: CCC1=C2CN3C(=CC4=C(C3=O)COC(=O)C4(CC)O)C2=NC5=C1C=C(C=C5)O. Cell line: MDA-MB-435. Synergy scores: CSS=19.7, Synergy_ZIP=-3.79, Synergy_Bliss=1.97, Synergy_Loewe=-13.9, Synergy_HSA=-1.49. (2) Drug 1: CC(C)(C#N)C1=CC(=CC(=C1)CN2C=NC=N2)C(C)(C)C#N. Drug 2: C(CCl)NC(=O)N(CCCl)N=O. Cell line: SNB-75. Synergy scores: CSS=-1.12, Synergy_ZIP=-0.739, Synergy_Bliss=-2.58, Synergy_Loewe=-2.72, Synergy_HSA=-2.61.